The task is: Predict which catalyst facilitates the given reaction.. This data is from Catalyst prediction with 721,799 reactions and 888 catalyst types from USPTO. (1) The catalyst class is: 253. Product: [C:22]([O:21][C:19]([NH:12][CH:13]([CH2:14][O:15][Si:26]([C:39]([CH3:42])([CH3:41])[CH3:40])([C:33]1[CH:34]=[CH:35][CH:36]=[CH:37][CH:38]=1)[C:27]1[CH:32]=[CH:31][CH:30]=[CH:29][CH:28]=1)[CH2:16][OH:18])=[O:20])([CH3:23])([CH3:24])[CH3:25]. Reactant: N1C=CN=C1.CN(C)C=O.C[N:12]([C:19]([O:21][C:22]([CH3:25])([CH3:24])[CH3:23])=[O:20])[C@H:13]([C:16]([OH:18])=O)[CH2:14][OH:15].[Si:26](Cl)([C:39]([CH3:42])([CH3:41])[CH3:40])([C:33]1[CH:38]=[CH:37][CH:36]=[CH:35][CH:34]=1)[C:27]1[CH:32]=[CH:31][CH:30]=[CH:29][CH:28]=1. (2) Reactant: [Cl:1][C:2]1[C:3]([O:12][C:13]2[CH:18]=[C:17]([O:19][CH2:20][C:21]([OH:24])([CH3:23])[CH3:22])[CH:16]=[CH:15][C:14]=2[CH2:25][CH2:26][CH2:27][OH:28])=[N:4][CH:5]=[C:6]([C:8]([F:11])([F:10])[F:9])[CH:7]=1.Cl[S:30]([N:33]=[C:34]=[O:35])(=[O:32])=[O:31].[NH2:36][CH2:37][CH2:38][O:39][CH:40]([CH3:42])[CH3:41].Cl. Product: [CH:40]([O:39][CH2:38][CH2:37][NH:36][S:30]([NH:33][C:34](=[O:35])[O:28][CH2:27][CH2:26][CH2:25][C:14]1[CH:15]=[CH:16][C:17]([O:19][CH2:20][C:21]([OH:24])([CH3:22])[CH3:23])=[CH:18][C:13]=1[O:12][C:3]1[C:2]([Cl:1])=[CH:7][C:6]([C:8]([F:9])([F:11])[F:10])=[CH:5][N:4]=1)(=[O:32])=[O:31])([CH3:42])[CH3:41]. The catalyst class is: 852.